Dataset: Full USPTO retrosynthesis dataset with 1.9M reactions from patents (1976-2016). Task: Predict the reactants needed to synthesize the given product. Given the product [CH3:7][O:8][C:9]1[CH:18]=[C:17]2[C:12]([CH2:13][CH2:14][CH:15]([CH2:19][CH2:25][OH:24])[CH2:16]2)=[CH:11][CH:10]=1, predict the reactants needed to synthesize it. The reactants are: [H-].[Al+3].[Li+].[H-].[H-].[H-].[CH3:7][O:8][C:9]1[CH:18]=[C:17]2[C:12]([CH2:13][CH2:14][CH:15]([C:19](OCC)=O)[CH2:16]2)=[CH:11][CH:10]=1.[O:24]1CCC[CH2:25]1.